From a dataset of Peptide-MHC class I binding affinity with 185,985 pairs from IEDB/IMGT. Regression. Given a peptide amino acid sequence and an MHC pseudo amino acid sequence, predict their binding affinity value. This is MHC class I binding data. The peptide sequence is SYVKNFLLI. The MHC is H-2-Db with pseudo-sequence H-2-Db. The binding affinity (normalized) is 0.292.